Dataset: NCI-60 drug combinations with 297,098 pairs across 59 cell lines. Task: Regression. Given two drug SMILES strings and cell line genomic features, predict the synergy score measuring deviation from expected non-interaction effect. (1) Drug 1: CC1=C(C(=O)C2=C(C1=O)N3CC4C(C3(C2COC(=O)N)OC)N4)N. Drug 2: CC(C)CN1C=NC2=C1C3=CC=CC=C3N=C2N. Cell line: TK-10. Synergy scores: CSS=4.98, Synergy_ZIP=-3.15, Synergy_Bliss=-4.48, Synergy_Loewe=-4.48, Synergy_HSA=-5.61. (2) Drug 2: CC1C(C(CC(O1)OC2CC(CC3=C2C(=C4C(=C3O)C(=O)C5=CC=CC=C5C4=O)O)(C(=O)C)O)N)O. Synergy scores: CSS=37.1, Synergy_ZIP=1.87, Synergy_Bliss=1.53, Synergy_Loewe=-30.3, Synergy_HSA=2.12. Cell line: CAKI-1. Drug 1: C1C(C(OC1N2C=NC3=C2NC=NCC3O)CO)O. (3) Drug 1: CC1=C(N=C(N=C1N)C(CC(=O)N)NCC(C(=O)N)N)C(=O)NC(C(C2=CN=CN2)OC3C(C(C(C(O3)CO)O)O)OC4C(C(C(C(O4)CO)O)OC(=O)N)O)C(=O)NC(C)C(C(C)C(=O)NC(C(C)O)C(=O)NCCC5=NC(=CS5)C6=NC(=CS6)C(=O)NCCC[S+](C)C)O. Drug 2: C(CCl)NC(=O)N(CCCl)N=O. Cell line: HL-60(TB). Synergy scores: CSS=22.1, Synergy_ZIP=-5.01, Synergy_Bliss=3.22, Synergy_Loewe=-11.6, Synergy_HSA=3.45. (4) Drug 1: CCC1(CC2CC(C3=C(CCN(C2)C1)C4=CC=CC=C4N3)(C5=C(C=C6C(=C5)C78CCN9C7C(C=CC9)(C(C(C8N6C=O)(C(=O)OC)O)OC(=O)C)CC)OC)C(=O)OC)O.OS(=O)(=O)O. Drug 2: C(=O)(N)NO. Cell line: DU-145. Synergy scores: CSS=1.52, Synergy_ZIP=0.379, Synergy_Bliss=1.21, Synergy_Loewe=-7.45, Synergy_HSA=-3.10. (5) Drug 1: C1=C(C(=O)NC(=O)N1)N(CCCl)CCCl. Drug 2: C1=NC2=C(N=C(N=C2N1C3C(C(C(O3)CO)O)O)F)N. Cell line: MALME-3M. Synergy scores: CSS=2.17, Synergy_ZIP=-5.87, Synergy_Bliss=-7.57, Synergy_Loewe=-9.94, Synergy_HSA=-6.91. (6) Drug 1: CC(C1=C(C=CC(=C1Cl)F)Cl)OC2=C(N=CC(=C2)C3=CN(N=C3)C4CCNCC4)N. Drug 2: CN1CCC(CC1)COC2=C(C=C3C(=C2)N=CN=C3NC4=C(C=C(C=C4)Br)F)OC. Cell line: A498. Synergy scores: CSS=10.8, Synergy_ZIP=-6.21, Synergy_Bliss=-5.17, Synergy_Loewe=-4.96, Synergy_HSA=-3.93. (7) Drug 1: CC1CC2CCC3C(=C)CC(O3)CCC45CC6C(O4)C7C(O6)C(O5)C8C(O7)CCC(O8)CC(=O)CC9C(CC(C1=C)O2)OC(C9OC)CC(CN)O.CS(=O)(=O)O. Drug 2: CC1C(C(CC(O1)OC2CC(CC3=C2C(=C4C(=C3O)C(=O)C5=CC=CC=C5C4=O)O)(C(=O)C)O)N)O. Cell line: K-562. Synergy scores: CSS=39.4, Synergy_ZIP=-7.60, Synergy_Bliss=-7.96, Synergy_Loewe=-2.57, Synergy_HSA=-1.68. (8) Drug 1: C1CNP(=O)(OC1)N(CCCl)CCCl. Drug 2: CC1C(C(CC(O1)OC2CC(CC3=C2C(=C4C(=C3O)C(=O)C5=CC=CC=C5C4=O)O)(C(=O)C)O)N)O. Cell line: NCI/ADR-RES. Synergy scores: CSS=11.6, Synergy_ZIP=-4.62, Synergy_Bliss=2.09, Synergy_Loewe=-37.9, Synergy_HSA=-1.17.